This data is from Acute oral toxicity (LD50) regression data from Zhu et al.. The task is: Regression/Classification. Given a drug SMILES string, predict its toxicity properties. Task type varies by dataset: regression for continuous values (e.g., LD50, hERG inhibition percentage) or binary classification for toxic/non-toxic outcomes (e.g., AMES mutagenicity, cardiotoxicity, hepatotoxicity). Dataset: ld50_zhu. (1) The drug is O=S(=O)(Cl)c1ccc(Cl)cc1. The rat oral LD50 is 1.70, given as -log10 of the dose in mol/kg body weight (higher means more acutely toxic). (2) The drug is CC(C)CC(C)(C)COC(=O)C(C)C. The rat oral LD50 is 1.52, given as -log10 of the dose in mol/kg body weight (higher means more acutely toxic). (3) The drug is CN(C)C(=O)C(CCN1CCC(O)(c2ccc(Cl)cc2)CC1)(c1ccccc1)c1ccccc1. The rat oral LD50 is 3.69, given as -log10 of the dose in mol/kg body weight (higher means more acutely toxic). (4) The molecule is NS(=O)(=O)c1cc2c(cc1Cl)N=CNS2(=O)=O. The rat oral LD50 is 1.47, given as -log10 of the dose in mol/kg body weight (higher means more acutely toxic). (5) The molecule is CC1CCC2C(C)C3C(CC4C5CC=C6CC(OC7OC(CO)C(O)C(OC8OC(CO)C(O)C(O)C8O)C7OC7OC(C)C(O)C(O)C7O)CCC6(C)C5CCC43C)N2C1. The rat oral LD50 is 3.17, given as -log10 of the dose in mol/kg body weight (higher means more acutely toxic). (6) The compound is Nc1nncs1. The rat oral LD50 is 2.60, given as -log10 of the dose in mol/kg body weight (higher means more acutely toxic). (7) The drug is OCCSCCO. The rat oral LD50 is 1.27, given as -log10 of the dose in mol/kg body weight (higher means more acutely toxic). (8) The molecule is CSCC(=O)N(C)C(=O)Oc1ccccc1OC(C)C. The rat oral LD50 is 2.66, given as -log10 of the dose in mol/kg body weight (higher means more acutely toxic). (9) The molecule is COP(C)(=S)Oc1ccc(Cl)cc1Cl. The rat oral LD50 is 3.23, given as -log10 of the dose in mol/kg body weight (higher means more acutely toxic). (10) The compound is CNC(=O)Sc1ccc(OS(C)(=O)=O)cc1. The rat oral LD50 is 3.37, given as -log10 of the dose in mol/kg body weight (higher means more acutely toxic).